Dataset: NCI-60 drug combinations with 297,098 pairs across 59 cell lines. Task: Regression. Given two drug SMILES strings and cell line genomic features, predict the synergy score measuring deviation from expected non-interaction effect. (1) Cell line: IGROV1. Drug 1: C1=CC=C(C(=C1)C(C2=CC=C(C=C2)Cl)C(Cl)Cl)Cl. Drug 2: C1C(C(OC1N2C=NC(=NC2=O)N)CO)O. Synergy scores: CSS=0.387, Synergy_ZIP=-0.170, Synergy_Bliss=-0.283, Synergy_Loewe=-1.20, Synergy_HSA=-0.994. (2) Drug 1: C1=CC(=CC=C1C#N)C(C2=CC=C(C=C2)C#N)N3C=NC=N3. Drug 2: C1=CC=C(C=C1)NC(=O)CCCCCCC(=O)NO. Cell line: NCI-H322M. Synergy scores: CSS=-4.42, Synergy_ZIP=1.82, Synergy_Bliss=-0.744, Synergy_Loewe=-5.30, Synergy_HSA=-6.11. (3) Drug 1: C1=CC(=C2C(=C1NCCNCCO)C(=O)C3=C(C=CC(=C3C2=O)O)O)NCCNCCO. Drug 2: B(C(CC(C)C)NC(=O)C(CC1=CC=CC=C1)NC(=O)C2=NC=CN=C2)(O)O. Cell line: MDA-MB-435. Synergy scores: CSS=13.3, Synergy_ZIP=-3.72, Synergy_Bliss=4.13, Synergy_Loewe=3.82, Synergy_HSA=3.18. (4) Drug 1: C1=CC(=CC=C1C#N)C(C2=CC=C(C=C2)C#N)N3C=NC=N3. Drug 2: CC(C)NC(=O)C1=CC=C(C=C1)CNNC.Cl. Cell line: U251. Synergy scores: CSS=-1.85, Synergy_ZIP=8.88, Synergy_Bliss=3.06, Synergy_Loewe=-1.43, Synergy_HSA=-3.05. (5) Synergy scores: CSS=47.0, Synergy_ZIP=-2.53, Synergy_Bliss=-0.582, Synergy_Loewe=-0.117, Synergy_HSA=0.374. Cell line: HCC-2998. Drug 1: CC12CCC3C(C1CCC2=O)CC(=C)C4=CC(=O)C=CC34C. Drug 2: C1C(C(OC1N2C=NC(=NC2=O)N)CO)O. (6) Synergy scores: CSS=42.7, Synergy_ZIP=0.364, Synergy_Bliss=8.18, Synergy_Loewe=9.03, Synergy_HSA=11.8. Cell line: SK-OV-3. Drug 2: CC1=C(C(CCC1)(C)C)C=CC(=CC=CC(=CC(=O)O)C)C. Drug 1: COC1=CC(=CC(=C1O)OC)C2C3C(COC3=O)C(C4=CC5=C(C=C24)OCO5)OC6C(C(C7C(O6)COC(O7)C8=CC=CS8)O)O. (7) Drug 1: C1=CC(=CC=C1CCCC(=O)O)N(CCCl)CCCl. Drug 2: CN(CC1=CN=C2C(=N1)C(=NC(=N2)N)N)C3=CC=C(C=C3)C(=O)NC(CCC(=O)O)C(=O)O. Cell line: M14. Synergy scores: CSS=19.9, Synergy_ZIP=-6.09, Synergy_Bliss=3.04, Synergy_Loewe=-12.2, Synergy_HSA=2.15. (8) Drug 1: C(=O)(N)NO. Drug 2: C1CNP(=O)(OC1)N(CCCl)CCCl. Cell line: HOP-92. Synergy scores: CSS=-2.97, Synergy_ZIP=8.64, Synergy_Bliss=1.19, Synergy_Loewe=-0.195, Synergy_HSA=-4.34. (9) Drug 1: C1=CC(=C2C(=C1NCCNCCO)C(=O)C3=C(C=CC(=C3C2=O)O)O)NCCNCCO. Drug 2: CCN(CC)CCNC(=O)C1=C(NC(=C1C)C=C2C3=C(C=CC(=C3)F)NC2=O)C. Cell line: UO-31. Synergy scores: CSS=27.0, Synergy_ZIP=-6.25, Synergy_Bliss=-0.812, Synergy_Loewe=-3.59, Synergy_HSA=1.58.